This data is from Catalyst prediction with 721,799 reactions and 888 catalyst types from USPTO. The task is: Predict which catalyst facilitates the given reaction. (1) Reactant: [CH2:1]([O:8][C:9]1[C:10]([NH:37][C:38]2[CH:43]=[CH:42][CH:41]=[CH:40][C:39]=2[N+:44]([O-])=O)=[C:11]([CH3:36])[C:12]2[CH2:13][C@H:14]3[N:25]([C:26]([O:28][CH2:29][C:30]4[CH:35]=[CH:34][CH:33]=[CH:32][CH:31]=4)=[O:27])[CH2:24][CH2:23][C@@:20]4([C:21]=2[CH:22]=1)[C@H:15]3[CH2:16][CH2:17][CH2:18][CH2:19]4)[C:2]1[CH:7]=[CH:6][CH:5]=[CH:4][CH:3]=1.O.NN. Product: [NH2:44][C:39]1[CH:40]=[CH:41][CH:42]=[CH:43][C:38]=1[NH:37][C:10]1[C:9]([O:8][CH2:1][C:2]2[CH:3]=[CH:4][CH:5]=[CH:6][CH:7]=2)=[CH:22][C:21]2[C@:20]34[CH2:23][CH2:24][N:25]([C:26]([O:28][CH2:29][C:30]5[CH:31]=[CH:32][CH:33]=[CH:34][CH:35]=5)=[O:27])[C@@H:14]([C@@H:15]3[CH2:16][CH2:17][CH2:18][CH2:19]4)[CH2:13][C:12]=2[C:11]=1[CH3:36]. The catalyst class is: 94. (2) Reactant: [C:1]([O:5][C:6](=[O:24])[CH2:7][CH2:8][CH2:9][CH2:10][CH2:11][CH2:12][CH2:13][CH2:14][CH2:15][CH2:16][CH2:17][CH2:18][CH2:19][CH2:20][C:21]([OH:23])=O)([CH3:4])([CH3:3])[CH3:2].[B-](F)(F)(F)F.CN(C(ON1C(=O)CCC1=O)=[N+](C)C)C.[NH:45]([C:55]([O:57][C:58]([CH3:61])([CH3:60])[CH3:59])=[O:56])[C@H:46]([C:52]([OH:54])=[O:53])[CH2:47][CH2:48][CH2:49][CH2:50][NH2:51]. Product: [C:1]([O:5][C:6](=[O:24])[CH2:7][CH2:8][CH2:9][CH2:10][CH2:11][CH2:12][CH2:13][CH2:14][CH2:15][CH2:16][CH2:17][CH2:18][CH2:19][CH2:20][C:21](=[O:23])[NH:51][CH2:50][CH2:49][CH2:48][CH2:47][C@H:46]([NH:45][C:55]([O:57][C:58]([CH3:61])([CH3:60])[CH3:59])=[O:56])[C:52]([OH:54])=[O:53])([CH3:2])([CH3:3])[CH3:4]. The catalyst class is: 3. (3) Reactant: [CH2:1]([NH:3][C:4](=[O:22])[NH:5][C:6]1[CH:14]=[C:13]([NH:15][C:16]2[CH:21]=[CH:20][CH:19]=[CH:18][CH:17]=2)[C:9]([C:10]([OH:12])=O)=[CH:8][N:7]=1)[CH3:2].CN(C(O[N:31]1[N:39]=N[C:33]2[CH:34]=CC=[N:37][C:32]1=2)=[N+](C)C)C.F[P-](F)(F)(F)(F)F.[CH:47]1C=CC2N(O)N=NC=2C=1.CCN(C(C)C)C(C)C.CN1C=CC(N)=N1. Product: [CH2:1]([NH:3][C:4](=[O:22])[NH:5][C:6]1[CH:14]=[C:13]([NH:15][C:16]2[CH:21]=[CH:20][CH:19]=[CH:18][CH:17]=2)[C:9]([C:10]([NH:37][C:32]2[N:31]([CH3:47])[N:39]=[CH:34][CH:33]=2)=[O:12])=[CH:8][N:7]=1)[CH3:2]. The catalyst class is: 3.